Dataset: Reaction yield outcomes from USPTO patents with 853,638 reactions. Task: Predict the reaction yield, written as a fraction of the theoretical maximum amount of product (1.0 means a 100% yield; for example, 0.34 means a 34% yield). (1) The reactants are [CH3:1][C:2]1[N:7]=[CH:6][C:5]([OH:8])=[CH:4][CH:3]=1.C(=O)([O-])[O-].[Cs+].[Cs+].Br[CH2:16][CH:17]1[CH2:19][CH2:18]1.O. The catalyst is CN(C=O)C. The product is [CH:17]1([CH2:16][O:8][C:5]2[CH:4]=[CH:3][C:2]([CH3:1])=[N:7][CH:6]=2)[CH2:19][CH2:18]1. The yield is 0.520. (2) The reactants are C([O:3][C:4](=[O:21])[CH:5]([C:7]1[CH:12]=[CH:11][C:10]([N:13]2[CH2:17][CH2:16][CH2:15][S:14]2(=[O:19])=[O:18])=[C:9]([F:20])[CH:8]=1)[CH3:6])C.[Li+].[OH-].Cl. The catalyst is C1COCC1.O. The product is [O:19]=[S:14]1(=[O:18])[CH2:15][CH2:16][CH2:17][N:13]1[C:10]1[CH:11]=[CH:12][C:7]([CH:5]([CH3:6])[C:4]([OH:21])=[O:3])=[CH:8][C:9]=1[F:20]. The yield is 0.860. (3) The reactants are C[O:2][C:3]1[C:8]2[NH:9][C:10]([C:12]3[S:13][CH:14]=[CH:15][CH:16]=3)=[N:11][C:7]=2[C:6]([C:17]([NH:19][CH:20]2[CH2:25][CH2:24][N:23](C(OC(C)(C)C)=O)[CH2:22][CH2:21]2)=[O:18])=[CH:5][CH:4]=1.B(Br)(Br)Br. No catalyst specified. The product is [OH:2][C:3]1[C:8]2[NH:9][C:10]([C:12]3[S:13][CH:14]=[CH:15][CH:16]=3)=[N:11][C:7]=2[C:6]([C:17]([NH:19][CH:20]2[CH2:25][CH2:24][NH:23][CH2:22][CH2:21]2)=[O:18])=[CH:5][CH:4]=1. The yield is 0.420. (4) The reactants are C[O:2][C:3](=[O:22])[CH:4]([C:11]1[CH:16]=[CH:15][C:14]([S:17]([CH3:20])(=[O:19])=[O:18])=[C:13]([Cl:21])[CH:12]=1)[CH2:5][CH:6]1[CH2:10][CH2:9][CH2:8][CH2:7]1.C(OC(=O)C(C1C=CC(S(C)(=O)=O)=C(Cl)C=1)CC1CCCC1)C.[OH-].[K+]. The catalyst is C(O)C.O. The product is [Cl:21][C:13]1[CH:12]=[C:11]([CH:4]([CH2:5][CH:6]2[CH2:10][CH2:9][CH2:8][CH2:7]2)[C:3]([OH:22])=[O:2])[CH:16]=[CH:15][C:14]=1[S:17]([CH3:20])(=[O:19])=[O:18]. The yield is 0.820.